Task: Predict the reactants needed to synthesize the given product.. Dataset: Full USPTO retrosynthesis dataset with 1.9M reactions from patents (1976-2016) (1) Given the product [Cl:1][C:2]1[C:3]([O:9][C:10]2[CH:15]=[C:14]([O:16][CH2:17][CH2:18][O:19][CH3:20])[CH:13]=[CH:12][C:11]=2[CH2:21][CH2:22][CH2:23][OH:24])=[N:4][CH:5]=[C:6]([Cl:8])[CH:7]=1, predict the reactants needed to synthesize it. The reactants are: [Cl:1][C:2]1[C:3]([O:9][C:10]2[CH:15]=[C:14]([O:16][CH2:17][CH2:18][O:19][CH3:20])[CH:13]=[CH:12][C:11]=2[CH2:21][CH2:22][C:23](OCC)=[O:24])=[N:4][CH:5]=[C:6]([Cl:8])[CH:7]=1.[H-].C([Al+]CC(C)C)C(C)C.CO.O. (2) Given the product [Cl:13][C:10]1[CH:11]=[CH:12][C:7]([C:5]2[N:6]=[C:2]([N:23]3[CH2:24][CH2:25][N:20]([CH3:19])[CH2:21][CH2:22]3)[O:3][C:4]=2[CH2:14][CH2:15][C:16]([OH:18])=[O:17])=[CH:8][CH:9]=1, predict the reactants needed to synthesize it. The reactants are: Cl[C:2]1[O:3][C:4]([CH2:14][CH2:15][C:16]([OH:18])=[O:17])=[C:5]([C:7]2[CH:12]=[CH:11][C:10]([Cl:13])=[CH:9][CH:8]=2)[N:6]=1.[CH3:19][N:20]1[CH2:25][CH2:24][NH:23][CH2:22][CH2:21]1. (3) Given the product [Br:14][CH2:2][C:3]1[CH:8]=[CH:7][CH:6]=[C:5]([C:9]([OH:12])([CH3:11])[CH3:10])[N:4]=1, predict the reactants needed to synthesize it. The reactants are: O[CH2:2][C:3]1[CH:8]=[CH:7][CH:6]=[C:5]([C:9]([OH:12])([CH3:11])[CH3:10])[N:4]=1.C(Br)(Br)(Br)[Br:14].C1(P(C2C=CC=CC=2)C2C=CC=CC=2)C=CC=CC=1.C(=O)(O)[O-].[Na+]. (4) The reactants are: [N+:1]([C:4]1[CH:5]=[C:6]([C:11]2[N+:12]([O-])=[CH:13][CH:14]=[C:15]([N+:17]([O-])=O)[CH:16]=2)[N+:7]([O-])=[CH:8][CH:9]=1)([O-])=O.[BH4-].[Na+]. Given the product [NH2:17][C:15]1[CH:14]=[CH:13][N:12]=[C:11]([C:6]2[CH:5]=[C:4]([NH2:1])[CH:9]=[CH:8][N:7]=2)[CH:16]=1, predict the reactants needed to synthesize it. (5) Given the product [CH2:12]([O:11][C:9]([C@H:8]1[C@H:7]([C:4]2[CH:5]=[CH:6][N:1]=[N:2][CH:3]=2)[C@H:15]1[C:16]1[CH:21]=[CH:20][CH:19]=[CH:18][CH:17]=1)=[O:10])[CH3:13], predict the reactants needed to synthesize it. The reactants are: [N:1]1[CH:6]=[CH:5][C:4](/[CH:7]=[CH:8]/[C:9]([O:11][CH2:12][CH3:13])=[O:10])=[CH:3][N:2]=1.[Br-].[CH2:15]([S+]1CCCC1)[C:16]1[CH:21]=[CH:20][CH:19]=[CH:18][CH:17]=1.[SH3+].C1OCCOCCOCCOC1.[Li+].C[Si]([N-][Si](C)(C)C)(C)C. (6) The reactants are: Br[C:2]1[CH:7]=[CH:6][C:5]([S:8]([NH2:11])(=[O:10])=[O:9])=[CH:4][CH:3]=1.C([O-])(=O)C.[K+].[Cl:17][C:18]1[CH:23]=[CH:22][C:21]([C:24]2[N:25]=[C:26]([N:29]([CH2:35][CH3:36])[C:30]([CH:32]3[CH2:34][CH2:33]3)=[O:31])[S:27][CH:28]=2)=[CH:20][CH:19]=1. Given the product [Cl:17][C:18]1[CH:19]=[CH:20][C:21]([C:24]2[N:25]=[C:26]([N:29]([CH2:35][CH3:36])[C:30]([CH:32]3[CH2:33][CH2:34]3)=[O:31])[S:27][C:28]=2[C:2]2[CH:7]=[CH:6][C:5]([S:8](=[O:10])(=[O:9])[NH2:11])=[CH:4][CH:3]=2)=[CH:22][CH:23]=1, predict the reactants needed to synthesize it. (7) Given the product [C:1]([O:5][CH:6]([C:11]1[N:16]([CH3:17])[C:15](=[O:18])[C:14]2[S:19][C:20]3[CH2:25][CH2:24][CH2:23][CH2:22][C:21]=3[C:13]=2[C:12]=1[C:26]1[C:27]([CH3:36])=[C:28]2[C:33](=[CH:34][CH:35]=1)[O:32][CH2:31][CH2:30][CH2:29]2)[C:7]([OH:9])=[O:8])([CH3:4])([CH3:3])[CH3:2], predict the reactants needed to synthesize it. The reactants are: [C:1]([O:5][CH:6]([C:11]1[N:16]([CH3:17])[C:15](=[O:18])[C:14]2[S:19][C:20]3[CH2:25][CH2:24][CH2:23][CH2:22][C:21]=3[C:13]=2[C:12]=1[C:26]1[C:27]([CH3:36])=[C:28]2[C:33](=[CH:34][CH:35]=1)[O:32][CH2:31][CH2:30][CH2:29]2)[C:7]([O:9]C)=[O:8])([CH3:4])([CH3:3])[CH3:2].O.[OH-].[Li+].Cl. (8) Given the product [N:1]1[CH:6]=[CH:5][CH:4]=[C:3]([N:7]2[CH2:16][CH2:15][C:10](=[O:11])[CH2:9][CH2:8]2)[CH:2]=1, predict the reactants needed to synthesize it. The reactants are: [N:1]1[CH:6]=[CH:5][CH:4]=[C:3]([N:7]2[CH2:16][CH2:15][C:10]3(OCC[O:11]3)[CH2:9][CH2:8]2)[CH:2]=1.C(=O)([O-])[O-].[K+].[K+]. (9) Given the product [C:16]([OH:19])(=[O:18])[CH3:17].[CH3:15][CH:10]1[O:11][CH:12]([CH3:14])[CH2:13][NH:8][CH2:9]1, predict the reactants needed to synthesize it. The reactants are: C([N:8]1[CH2:13][CH:12]([CH3:14])[O:11][CH:10]([CH3:15])[CH2:9]1)C1C=CC=CC=1.[C:16]([OH:19])(=[O:18])[CH3:17].